This data is from Reaction yield outcomes from USPTO patents with 853,638 reactions. The task is: Predict the reaction yield, written as a fraction of the theoretical maximum amount of product (1.0 means a 100% yield; for example, 0.34 means a 34% yield). (1) The reactants are [C:1]([O:9][CH2:10][CH3:11])(=[O:8])[CH2:2][C:3]([O:5][CH2:6][CH3:7])=[O:4].[H-].[Na+].[CH:14]1([CH2:17][O:18][C:19]2[CH:24]=[C:23](F)[CH:22]=[CH:21][C:20]=2[N+:26]([O-:28])=[O:27])[CH2:16][CH2:15]1. The catalyst is CN(C=O)C. The product is [CH:14]1([CH2:17][O:18][C:19]2[CH:24]=[C:23]([CH:2]([C:3]([O:5][CH2:6][CH3:7])=[O:4])[C:1]([O:9][CH2:10][CH3:11])=[O:8])[CH:22]=[CH:21][C:20]=2[N+:26]([O-:28])=[O:27])[CH2:15][CH2:16]1. The yield is 0.420. (2) The catalyst is CN(C)C=O.CCOC(C)=O. The product is [CH3:34][S:35][CH2:2][C:3]1[CH:4]=[CH:5][C:6]2[N:10]=[CH:9][N:8]([C:11]3[S:15][C:14]([C:16]([O:18][CH3:19])=[O:17])=[C:13]([O:20][C@@H:21]([C:23]4[CH:28]=[CH:27][CH:26]=[CH:25][C:24]=4[C:29]([F:32])([F:31])[F:30])[CH3:22])[CH:12]=3)[C:7]=2[CH:33]=1. The yield is 0.720. The reactants are Cl[CH2:2][C:3]1[CH:4]=[CH:5][C:6]2[N:10]=[CH:9][N:8]([C:11]3[S:15][C:14]([C:16]([O:18][CH3:19])=[O:17])=[C:13]([O:20][C@@H:21]([C:23]4[CH:28]=[CH:27][CH:26]=[CH:25][C:24]=4[C:29]([F:32])([F:31])[F:30])[CH3:22])[CH:12]=3)[C:7]=2[CH:33]=1.[CH3:34][S-:35].[Na+].